Dataset: Reaction yield outcomes from USPTO patents with 853,638 reactions. Task: Predict the reaction yield, written as a fraction of the theoretical maximum amount of product (1.0 means a 100% yield; for example, 0.34 means a 34% yield). (1) The reactants are [CH2:1]([O:5][C:6]1[C:7]([CH2:12][NH:13][C:14]2[N:15]=[CH:16][NH:17][C:18]=2[C:19]([NH2:21])=[O:20])=[N:8][CH:9]=[CH:10][CH:11]=1)[CH2:2][CH2:3][CH3:4].ClCCl.C(OC(N=[C:31]=[S:32])=O)C.FC(F)(F)C(O)=O. The catalyst is C(O)C. The product is [CH2:1]([O:5][C:6]1[C:7]([CH2:12][N:13]2[C:14]3[N:15]=[CH:16][NH:17][C:18]=3[C:19](=[O:20])[NH:21][C:31]2=[S:32])=[N:8][CH:9]=[CH:10][CH:11]=1)[CH2:2][CH2:3][CH3:4]. The yield is 0.160. (2) The reactants are Br[C:2]1[N:7]=[C:6]([C:8]([OH:10])=[O:9])[CH:5]=[CH:4][CH:3]=1.[O:11]1[CH2:16][CH:15]=[C:14](B2OC(C)(C)C(C)(C)O2)[CH2:13][CH2:12]1.C(=O)([O-])[O-].[K+].[K+]. The catalyst is O.C(Cl)Cl.[Pd](Cl)Cl.C1(P(C2C=CC=CC=2)[C-]2C=CC=C2)C=CC=CC=1.[C-]1(P(C2C=CC=CC=2)C2C=CC=CC=2)C=CC=C1.[Fe+2]. The product is [O:11]1[CH2:12][CH:13]=[C:14]([C:2]2[N:7]=[C:6]([C:8]([OH:10])=[O:9])[CH:5]=[CH:4][CH:3]=2)[CH2:15][CH2:16]1. The yield is 0.295. (3) The reactants are [F:1][C:2]1([F:19])[CH2:5][N:4]([C:6]2[CH:7]=[CH:8][C:9]([C:16]([OH:18])=O)=[N:10][C:11]=2[O:12][CH2:13][CH2:14][F:15])[CH2:3]1.Cl.[F:21][C:22]1([F:30])[CH2:26][NH:25][C@H:24]([C:27]([NH2:29])=[O:28])[CH2:23]1. No catalyst specified. The product is [F:19][C:2]1([F:1])[CH2:3][N:4]([C:6]2[CH:7]=[CH:8][C:9]([C:16]([N:25]3[CH2:26][C:22]([F:30])([F:21])[CH2:23][C@H:24]3[C:27]([NH2:29])=[O:28])=[O:18])=[N:10][C:11]=2[O:12][CH2:13][CH2:14][F:15])[CH2:5]1. The yield is 0.430.